From a dataset of Forward reaction prediction with 1.9M reactions from USPTO patents (1976-2016). Predict the product of the given reaction. (1) Given the reactants [C:1]([NH2:4])(=[S:3])[CH3:2].Cl[CH:6]([C:10]([CH3:12])=O)[C:7]([O-:9])=[O:8].O1CC[CH2:15][CH2:14]1, predict the reaction product. The product is: [CH3:2][C:1]1[S:3][C:6]([C:7]([O:9][CH2:14][CH3:15])=[O:8])=[C:10]([CH3:12])[N:4]=1. (2) Given the reactants [CH3:1][O:2][C:3]1[CH:22]=[CH:21][CH:20]=[CH:19][C:4]=1[CH2:5][N:6]1[CH:15]=[CH:14][C:13]2[C:8](=[CH:9][CH:10]=[C:11]([NH:16]N)[CH:12]=2)[C:7]1=[O:18].[NH:23]1C2[C:26](=[CH:27]C=CC=2)[CH:25]=[CH:24]1.[Cl:32]CCCC1OCCO1, predict the reaction product. The product is: [NH2:23][CH2:24][CH2:25][C:26]1[C:12]2=[C:13]3[C:8](=[CH:9][CH:10]=[C:11]2[NH:16][CH:27]=1)[C:7](=[O:18])[N:6]([CH2:5][C:4]1[CH:19]=[CH:20][CH:21]=[CH:22][C:3]=1[O:2][CH3:1])[CH:15]=[CH:14]3.[ClH:32].